From a dataset of Peptide-MHC class I binding affinity with 185,985 pairs from IEDB/IMGT. Regression. Given a peptide amino acid sequence and an MHC pseudo amino acid sequence, predict their binding affinity value. This is MHC class I binding data. The peptide sequence is GRVIPRMLY. The binding affinity (normalized) is 0.0847. The MHC is HLA-B39:01 with pseudo-sequence HLA-B39:01.